This data is from Reaction yield outcomes from USPTO patents with 853,638 reactions. The task is: Predict the reaction yield, written as a fraction of the theoretical maximum amount of product (1.0 means a 100% yield; for example, 0.34 means a 34% yield). The reactants are [CH2:1]([S:8][CH:9]([CH:19]=O)[CH2:10][NH:11][C:12](=[O:18])[O:13][C:14]([CH3:17])([CH3:16])[CH3:15])[C:2]1[CH:7]=[CH:6][CH:5]=[CH:4][CH:3]=1.[NH:21]1[CH2:26][CH2:25][S:24][CH2:23][CH2:22]1.C(O[BH-](OC(=O)C)OC(=O)C)(=O)C.[Na+].C(=O)([O-])O.[Na+]. The catalyst is O1CCCC1. The product is [CH2:1]([S:8][CH:9]([CH2:19][N:21]1[CH2:26][CH2:25][S:24][CH2:23][CH2:22]1)[CH2:10][NH:11][C:12](=[O:18])[O:13][C:14]([CH3:17])([CH3:16])[CH3:15])[C:2]1[CH:7]=[CH:6][CH:5]=[CH:4][CH:3]=1. The yield is 0.910.